Dataset: Reaction yield outcomes from USPTO patents with 853,638 reactions. Task: Predict the reaction yield, written as a fraction of the theoretical maximum amount of product (1.0 means a 100% yield; for example, 0.34 means a 34% yield). (1) The reactants are Br[C:2]1[CH:3]=[CH:4][C:5]([N+:8]([O-:10])=[O:9])=[N:6][CH:7]=1.[CH:11]([NH2:14])([CH3:13])[CH3:12]. No catalyst specified. The product is [CH:11]([NH:14][C:2]1[CH:3]=[CH:4][C:5]([N+:8]([O-:10])=[O:9])=[N:6][CH:7]=1)([CH3:13])[CH3:12]. The yield is 0.930. (2) The reactants are [CH3:1][NH2:2].Cl.[OH-].[K+].[CH3:6][O:7][C:8]1[CH:16]=[C:15]2[C:11]([CH:12]=[CH:13][NH:14]2)=[C:10]([CH:17]([C:21]2[CH:26]=[CH:25][CH:24]=[CH:23][CH:22]=2)[CH2:18][CH:19]=O)[CH:9]=1. The catalyst is CO. The product is [CH3:6][O:7][C:8]1[CH:16]=[C:15]2[C:11]([CH:12]=[CH:13][NH:14]2)=[C:10]([CH:17]([C:21]2[CH:26]=[CH:25][CH:24]=[CH:23][CH:22]=2)[CH2:18][CH2:19][NH:2][CH3:1])[CH:9]=1. The yield is 0.130. (3) The reactants are [N+:1]([C:4]1[CH:5]=[CH:6][C:7]([N:10]2[CH2:15][CH2:14][CH2:13][CH2:12][CH2:11]2)=[N:8][CH:9]=1)([O-])=O.[C:16](O[C:16]([O:18][C:19]([CH3:22])([CH3:21])[CH3:20])=[O:17])([O:18][C:19]([CH3:22])([CH3:21])[CH3:20])=[O:17]. The catalyst is C(O)C.O=[Pt]=O. The product is [N:10]1([C:7]2[N:8]=[CH:9][C:4]([NH:1][C:16](=[O:17])[O:18][C:19]([CH3:22])([CH3:21])[CH3:20])=[CH:5][CH:6]=2)[CH2:15][CH2:14][CH2:13][CH2:12][CH2:11]1. The yield is 0.570. (4) The reactants are Cl[C:2]1[CH:3]=[CH:4][C:5]([N+:10]([O-:12])=[O:11])=[C:6]([O:8][CH3:9])[CH:7]=1.P([O-])(OCC)[O:14]CC.CC1(C)C2C(=C(P(C3C=CC=CC=3)C3C=CC=CC=3)C=CC=2)OC2[C:25]([P:29]([C:36]3C=CC=CC=3)C3C=CC=CC=3)=CC=CC1=2.P([O-])([O-])([O-])=O.[K+].[K+].[K+]. The catalyst is CN(C=O)C.C([O-])(=O)C.[Pd+2].C([O-])(=O)C. The product is [CH3:9][O:8][C:6]1[CH:7]=[C:2]([P:29](=[O:14])([CH3:36])[CH3:25])[CH:3]=[CH:4][C:5]=1[N+:10]([O-:12])=[O:11]. The yield is 0.330.